Predict which catalyst facilitates the given reaction. From a dataset of Catalyst prediction with 721,799 reactions and 888 catalyst types from USPTO. (1) Reactant: [H-].[Al+3].[Li+].[H-].[H-].[H-].[Cl:7][C:8]1[CH:9]=[C:10]([CH:13]=[C:14]([Cl:17])[C:15]=1[NH2:16])[C:11]#[N:12].O.O.O.O.O.O.O.O.O.O.S([O-])([O-])(=O)=O.[Na+].[Na+]. Product: [Cl:7][C:8]1[CH:9]=[C:10]([CH:13]=[C:14]([Cl:17])[C:15]=1[NH2:16])[CH2:11][NH2:12]. The catalyst class is: 1. (2) Reactant: Br[CH:2]([C:14]1[CH:19]=[CH:18][CH:17]=[CH:16][CH:15]=1)[C:3]([C:5]1[C:13]2[C:8](=[CH:9][CH:10]=[CH:11][CH:12]=2)[NH:7][CH:6]=1)=[O:4].[NH2:20][C:21]1[CH:26]=[CH:25][CH:24]=[C:23]([O:27][CH3:28])[N:22]=1. Product: [NH:7]1[C:8]2[C:13](=[CH:12][CH:11]=[CH:10][CH:9]=2)[C:5]([C:3](=[O:4])[CH:2]([NH:20][C:21]2[CH:26]=[CH:25][CH:24]=[C:23]([O:27][CH3:28])[N:22]=2)[C:14]2[CH:19]=[CH:18][CH:17]=[CH:16][CH:15]=2)=[CH:6]1. The catalyst class is: 10.